This data is from Peptide-MHC class II binding affinity with 134,281 pairs from IEDB. The task is: Regression. Given a peptide amino acid sequence and an MHC pseudo amino acid sequence, predict their binding affinity value. This is MHC class II binding data. (1) The peptide sequence is QKQVQMMIMIKFMGV. The MHC is DRB1_0101 with pseudo-sequence DRB1_0101. The binding affinity (normalized) is 0.557. (2) The peptide sequence is AAVGATPEAKFDSFV. The MHC is HLA-DPA10201-DPB11401 with pseudo-sequence HLA-DPA10201-DPB11401. The binding affinity (normalized) is 0.0817.